Predict the product of the given reaction. From a dataset of Forward reaction prediction with 1.9M reactions from USPTO patents (1976-2016). (1) Given the reactants [NH2:1][C:2]1[CH:11]=[CH:10][CH:9]=[C:8]2[C:3]=1[CH:4]=[CH:5][N:6]=[CH:7]2.FC(F)(F)C(O)=O.[C:19]([N:26]1[CH2:30][CH2:29][C:28](=O)[CH2:27]1)([O:21][C:22]([CH3:25])([CH3:24])[CH3:23])=[O:20].C(O[BH-](OC(=O)C)OC(=O)C)(=O)C.[Na+], predict the reaction product. The product is: [CH:7]1[C:8]2[C:3](=[C:2]([NH:1][CH:29]3[CH2:28][CH2:27][N:26]([C:19]([O:21][C:22]([CH3:25])([CH3:24])[CH3:23])=[O:20])[CH2:30]3)[CH:11]=[CH:10][CH:9]=2)[CH:4]=[CH:5][N:6]=1. (2) The product is: [NH2:1][C:4]1[CH:5]=[C:6]([CH:10]=[CH:11][CH:12]=1)[CH2:7][NH:9][C:32]([C@H:29]1[CH2:30][CH2:31][C@@H:26]([NH:25][C:17]2[N:16]=[C:15]([N:14]([CH3:35])[CH3:13])[C:24]3[C:19](=[CH:20][CH:21]=[CH:22][CH:23]=3)[N:18]=2)[CH2:27][CH2:28]1)=[O:34]. Given the reactants [N+:1]([C:4]1[CH:5]=[C:6]([CH:10]=[CH:11][CH:12]=1)[C:7]([NH2:9])=O)([O-])=O.[CH3:13][N:14]([CH3:35])[C:15]1[C:24]2[C:19](=[CH:20][CH:21]=[CH:22][CH:23]=2)[N:18]=[C:17]([NH:25][C@@H:26]2[CH2:31][CH2:30][C@H:29]([C:32]([OH:34])=O)[CH2:28][CH2:27]2)[N:16]=1, predict the reaction product. (3) Given the reactants [OH:1][CH2:2][C:3]1[NH:11][C:10]2[C:9](=[O:12])[N:8]([CH3:13])[C:7](=[O:14])[N:6]([CH3:15])[C:5]=2[N:4]=1.[OH-].[Na+].[O-:18][Mn](=O)(=O)=O.[K+], predict the reaction product. The product is: [CH3:13][N:8]1[C:9](=[O:12])[C:10]2[NH:11][C:3]([C:2]([OH:18])=[O:1])=[N:4][C:5]=2[N:6]([CH3:15])[C:7]1=[O:14]. (4) Given the reactants [CH3:1][O:2][C:3]1[CH:11]=[CH:10][C:6]([C:7](O)=[O:8])=[CH:5][N:4]=1.O=S(Cl)[Cl:14], predict the reaction product. The product is: [CH3:1][O:2][C:3]1[CH:11]=[CH:10][C:6]([C:7]([Cl:14])=[O:8])=[CH:5][N:4]=1. (5) Given the reactants [CH3:1][C:2]1[CH:3]=[C:4]([OH:11])[C:5](=[CH:9][CH:10]=1)[C:6]([OH:8])=[O:7].Cl.CN(C)[CH2:15][CH2:16]CN=C=N.O.ON1C2C=CC=CC=2N=N1.C(O)C, predict the reaction product. The product is: [CH3:1][C:2]1[CH:3]=[C:4]([OH:11])[C:5](=[CH:9][CH:10]=1)[C:6]([O:8][CH2:15][CH3:16])=[O:7]. (6) Given the reactants C(N(C(C)C)CC)(C)C.[Cl:10][C:11]1[CH:12]=[CH:13][C:14]2[N:19]=[C:18]([C:20]3[C:29]4[C:24](=[CH:25][CH:26]=[CH:27][CH:28]=4)[CH:23]=[CH:22][CH:21]=3)[O:17][C:16](=[O:30])[C:15]=2[CH:31]=1.[CH3:32][NH:33][CH2:34][CH:35]1[O:39][CH2:38][CH2:37][O:36]1, predict the reaction product. The product is: [Cl:10][C:11]1[CH:12]=[CH:13][C:14]([NH:19][C:18]([C:20]2[C:29]3[C:24](=[CH:25][CH:26]=[CH:27][CH:28]=3)[CH:23]=[CH:22][CH:21]=2)=[O:17])=[C:15]([C:16]([N:33]([CH2:34][CH:35]2[O:39][CH2:38][CH2:37][O:36]2)[CH3:32])=[O:30])[CH:31]=1. (7) Given the reactants [CH3:1][O:2][C:3]1[CH:8]=[CH:7][C:6]([O:9][CH3:10])=[CH:5][C:4]=1[C:11]1[S:19][C:18]2[C:17](=[O:20])[N:16]([CH:21]3[CH2:26][CH2:25][N:24](C(OC(C)(C)C)=O)[CH2:23][CH2:22]3)[C:15](=[O:34])[N:14]([CH2:35][C:36]3[CH:41]=[CH:40][C:39]([O:42][CH3:43])=[C:38]([F:44])[CH:37]=3)[C:13]=2[CH:12]=1.[ClH:45], predict the reaction product. The product is: [ClH:45].[CH3:1][O:2][C:3]1[CH:8]=[CH:7][C:6]([O:9][CH3:10])=[CH:5][C:4]=1[C:11]1[S:19][C:18]2[C:17](=[O:20])[N:16]([CH:21]3[CH2:26][CH2:25][NH:24][CH2:23][CH2:22]3)[C:15](=[O:34])[N:14]([CH2:35][C:36]3[CH:41]=[CH:40][C:39]([O:42][CH3:43])=[C:38]([F:44])[CH:37]=3)[C:13]=2[CH:12]=1. (8) Given the reactants [NH2:1][C:2]1[CH:7]=[CH:6][C:5]([C:8]2[S:12][C:11]([CH2:13][CH2:14][CH2:15][C:16]([O:18][CH3:19])=[O:17])=[N:10][CH:9]=2)=[CH:4][CH:3]=1.[CH3:20][O:21][C:22]1[CH:27]=[C:26]([O:28][CH3:29])[CH:25]=[CH:24][C:23]=1[S:30](Cl)(=[O:32])=[O:31], predict the reaction product. The product is: [CH3:20][O:21][C:22]1[CH:27]=[C:26]([O:28][CH3:29])[CH:25]=[CH:24][C:23]=1[S:30]([NH:1][C:2]1[CH:3]=[CH:4][C:5]([C:8]2[S:12][C:11]([CH2:13][CH2:14][CH2:15][C:16]([O:18][CH3:19])=[O:17])=[N:10][CH:9]=2)=[CH:6][CH:7]=1)(=[O:31])=[O:32]. (9) The product is: [CH2:6](/[C:5](/[C:8]1[CH:13]=[CH:12][C:11]([C:14]([C:19]2[CH:24]=[CH:23][C:22]([O:25][C:26](=[O:31])[C:27]([CH3:29])([CH3:30])[CH3:28])=[C:21]([CH3:32])[CH:20]=2)([CH2:15][CH3:16])[CH2:17][CH3:18])=[CH:10][C:9]=1[CH3:33])=[CH:4]\[C:3]([CH2:35][CH3:36])([OH:34])[CH2:41][CH3:42])[CH3:7]. Given the reactants CO[C:3](=[O:34])/[CH:4]=[C:5](/[C:8]1[CH:13]=[CH:12][C:11]([C:14]([C:19]2[CH:24]=[CH:23][C:22]([O:25][C:26](=[O:31])[C:27]([CH3:30])([CH3:29])[CH3:28])=[C:21]([CH3:32])[CH:20]=2)([CH2:17][CH3:18])[CH2:15][CH3:16])=[CH:10][C:9]=1[CH3:33])\[CH2:6][CH3:7].[CH3:35][CH2:36][Mg+].[Br-].[NH4+].[Cl-].[CH2:41]1COC[CH2:42]1, predict the reaction product.